This data is from Catalyst prediction with 721,799 reactions and 888 catalyst types from USPTO. The task is: Predict which catalyst facilitates the given reaction. (1) Reactant: C(=O)([O-])[O-].[K+].[K+].[Cl:7][C:8]1[N:16]=[C:15]([C:17]([F:20])([F:19])[F:18])[N:14]=[C:13]2[C:9]=1[N:10]=[CH:11][NH:12]2.[CH3:21][O:22][C:23]1[CH:28]=[CH:27][C:26]([CH2:29]Cl)=[CH:25][CH:24]=1. Product: [Cl:7][C:8]1[N:16]=[C:15]([C:17]([F:19])([F:20])[F:18])[N:14]=[C:13]2[C:9]=1[N:10]=[CH:11][N:12]2[CH2:29][C:26]1[CH:27]=[CH:28][C:23]([O:22][CH3:21])=[CH:24][CH:25]=1. The catalyst class is: 3. (2) Reactant: Br[C:2]1[CH:7]=[CH:6][C:5]([C:8]2[CH:13]=[CH:12][C:11]([Br:14])=[CH:10][CH:9]=2)=[CH:4][CH:3]=1.[CH3:15][C@H:16]1[CH2:18][O:17]1.[Cl-].[NH4+]. Product: [Br:14][C:11]1[CH:12]=[CH:13][C:8]([C:5]2[CH:6]=[CH:7][C:2]([CH2:15][C@@H:16]([OH:17])[CH3:18])=[CH:3][CH:4]=2)=[CH:9][CH:10]=1. The catalyst class is: 7.